This data is from Reaction yield outcomes from USPTO patents with 853,638 reactions. The task is: Predict the reaction yield, written as a fraction of the theoretical maximum amount of product (1.0 means a 100% yield; for example, 0.34 means a 34% yield). (1) The reactants are Cl[C:2]1[CH:7]=[C:6](/[CH:8]=[CH:9]/[CH:10]([C:15]2[CH:20]=[C:19]([Cl:21])[CH:18]=[C:17]([Cl:22])[CH:16]=2)[C:11]([F:14])([F:13])[F:12])[CH:5]=[CH:4][C:3]=1[CH2:23][NH2:24].[C:25](OC(=O)C)(=[O:27])[CH3:26]. The catalyst is C(Cl)Cl.O. The product is [Cl:22][C:17]1[CH:16]=[C:15]([CH:10]([C:11]([F:14])([F:12])[F:13])/[CH:9]=[CH:8]/[C:6]2[CH:7]=[CH:2][C:3]([CH2:23][NH:24][C:25](=[O:27])[CH3:26])=[CH:4][CH:5]=2)[CH:20]=[C:19]([Cl:21])[CH:18]=1. The yield is 0.600. (2) The reactants are [H-].[Na+].[C:3]([CH2:5]P(=O)(OCC)OCC)#[N:4].Br[C:15]1[CH:16]=[CH:17][C:18]([O:21][CH3:22])=[N:19][CH:20]=1.[F:23][C:24]1[CH:25]=[C:26]([CH:29]=[CH:30][CH:31]=1)[CH:27]=O. The catalyst is COCCOC.[Cl-].[NH4+].C(OCC)(=O)C.C1C=CC([P]([Pd]([P](C2C=CC=CC=2)(C2C=CC=CC=2)C2C=CC=CC=2)([P](C2C=CC=CC=2)(C2C=CC=CC=2)C2C=CC=CC=2)[P](C2C=CC=CC=2)(C2C=CC=CC=2)C2C=CC=CC=2)(C2C=CC=CC=2)C2C=CC=CC=2)=CC=1. The product is [F:23][C:24]1[CH:25]=[C:26](/[CH:27]=[C:5](\[C:15]2[CH:20]=[N:19][C:18]([O:21][CH3:22])=[CH:17][CH:16]=2)/[C:3]#[N:4])[CH:29]=[CH:30][CH:31]=1. The yield is 0.290. (3) The reactants are [NH2:1][C:2]1[C:3]([NH:13][CH2:14][CH2:15][CH2:16][CH2:17][OH:18])=[C:4]([CH:9]=[CH:10][C:11]=1[Cl:12])[C:5]([O:7][CH3:8])=[O:6].[Cl:19][C:20]1[C:21]([N:27]=[C:28]=[S:29])=[N:22][CH:23]=[C:24]([Cl:26])[CH:25]=1. The catalyst is O1CCCC1. The product is [Cl:12][C:11]1[CH:10]=[CH:9][C:4]([C:5]([O:7][CH3:8])=[O:6])=[C:3]([NH:13][CH2:14][CH2:15][CH2:16][CH2:17][OH:18])[C:2]=1[NH:1][C:28](=[S:29])[NH:27][C:21]1[C:20]([Cl:19])=[CH:25][C:24]([Cl:26])=[CH:23][N:22]=1. The yield is 0.790. (4) The reactants are [F:1][C:2]([F:15])([F:14])[C:3]1[C:8]([C:9]([F:12])([F:11])[F:10])=[CH:7][CH:6]=[CH:5][C:4]=1[NH2:13].[F:16][C:17]1[C:22]([CH2:23][NH2:24])=[CH:21][CH:20]=[CH:19][N:18]=1.ClC1C(Cl)=CC=CC1(N=[C:35]=[S:36])F. No catalyst specified. The product is [F:1][C:2]([F:14])([F:15])[C:3]1[C:8]([C:9]([F:11])([F:12])[F:10])=[CH:7][CH:6]=[CH:5][C:4]=1[NH:13][C:35]([NH:24][CH2:23][C:22]1[C:17]([F:16])=[N:18][CH:19]=[CH:20][CH:21]=1)=[S:36]. The yield is 0.900. (5) The reactants are [NH2:1][CH2:2][C:3]1([C:9]([O:11][C:12]([CH3:15])([CH3:14])[CH3:13])=[O:10])[CH2:8][CH2:7][O:6][CH2:5][CH2:4]1.C([O-])([O-])=O.[K+].[K+].[I-].C([N+]1(C)[CH2:30][CH2:29][C:28](=[O:31])[CH2:27][CH2:26]1)C. The catalyst is C(O)C.O. The product is [O:31]=[C:28]1[CH2:29][CH2:30][N:1]([CH2:2][C:3]2([C:9]([O:11][C:12]([CH3:15])([CH3:14])[CH3:13])=[O:10])[CH2:8][CH2:7][O:6][CH2:5][CH2:4]2)[CH2:26][CH2:27]1. The yield is 0.980.